This data is from Catalyst prediction with 721,799 reactions and 888 catalyst types from USPTO. The task is: Predict which catalyst facilitates the given reaction. (1) Reactant: C[N:2]([CH3:12])/[CH:3]=[C:4](\[N+:10]#[C-:11])/[C:5]([O:7][CH2:8][CH3:9])=[O:6].[CH2:13](N)[CH:14]=C. Product: [CH2:12]([N:2]1[CH:3]=[C:4]([C:5]([O:7][CH2:8][CH3:9])=[O:6])[N:10]=[CH:11]1)[CH:13]=[CH2:14]. The catalyst class is: 14. (2) Reactant: [CH3:1]N(C)C=O.[C:6]([C:9]1[CH:14]=[CH:13][N:12]=[CH:11][CH:10]=1)(=O)[CH3:7].[Br-].[CH2:16]([O:23][C:24]([P+](C1C=CC=CC=1)(C1C=CC=CC=1)C1C=CC=CC=1)=[O:25])[C:17]1[CH:22]=[CH:21][CH:20]=[CH:19][CH:18]=1.C(=O)([O-])[O-].[K+].[K+]. Product: [N:12]1[CH:13]=[CH:14][C:9]([C:6]([CH3:1])=[CH:7][C:24]([O:23][CH2:16][C:17]2[CH:22]=[CH:21][CH:20]=[CH:19][CH:18]=2)=[O:25])=[CH:10][CH:11]=1. The catalyst class is: 27. (3) Reactant: C([Mg]Cl)(C)C.Br[C:7]1[C:8]([O:22][CH3:23])=[C:9]([C:14]2[C:19]([Cl:20])=[CH:18][CH:17]=[CH:16][C:15]=2[Cl:21])[CH:10]=[C:11]([F:13])[CH:12]=1.B([O-])([O-])[O:25]C(C)C.OO. Product: [OH:25][C:7]1[C:8]([O:22][CH3:23])=[C:9]([C:14]2[C:19]([Cl:20])=[CH:18][CH:17]=[CH:16][C:15]=2[Cl:21])[CH:10]=[C:11]([F:13])[CH:12]=1. The catalyst class is: 1. (4) Reactant: Cl.C(OC(=O)[NH:8][C:9]1[CH:14]=[C:13]([O:15][C:16]2[CH:21]=[CH:20][C:19]([NH:22][C:23]([O:25][CH2:26][C:27]3[CH:32]=[CH:31][CH:30]=[CH:29][CH:28]=3)=[O:24])=[CH:18][C:17]=2[F:33])[CH:12]=[CH:11][N:10]=1)(C)(C)C.C(OCC)C.[OH-].[Na+]. Product: [CH2:26]([O:25][C:23](=[O:24])[NH:22][C:19]1[CH:20]=[CH:21][C:16]([O:15][C:13]2[CH:12]=[CH:11][N:10]=[C:9]([NH2:8])[CH:14]=2)=[C:17]([F:33])[CH:18]=1)[C:27]1[CH:28]=[CH:29][CH:30]=[CH:31][CH:32]=1. The catalyst class is: 13. (5) Reactant: [OH:1][C@@H:2]([CH2:11][CH3:12])[C@@H:3]([CH3:10])[C:4]([N:6]([O:8][CH3:9])[CH3:7])=[O:5].N1C(C)=CC=CC=1C.[CH2:21]([Si:23](OS(C(F)(F)F)(=O)=O)([CH2:26][CH3:27])[CH2:24][CH3:25])[CH3:22]. Product: [CH3:9][O:8][N:6]([CH3:7])[C:4](=[O:5])[C@H:3]([CH3:10])[C@@H:2]([O:1][Si:23]([CH2:26][CH3:27])([CH2:24][CH3:25])[CH2:21][CH3:22])[CH2:11][CH3:12]. The catalyst class is: 4. (6) Reactant: C([O:5][C@@H:6]([C@H:8]1[CH2:12][O:11][C:10](=[O:13])[N:9]1[C:14]1[CH:19]=[CH:18][N:17]=[C:16]([F:20])[N:15]=1)[CH3:7])(C)(C)C.C(O)(C(F)(F)F)=O.O. Product: [F:20][C:16]1[N:15]=[C:14]([N:9]2[C@@H:8]([C@H:6]([OH:5])[CH3:7])[CH2:12][O:11][C:10]2=[O:13])[CH:19]=[CH:18][N:17]=1. The catalyst class is: 2. (7) Reactant: [C:1]([O:5][C:6]([NH:8][CH2:9][C:10]1[CH:11]=[C:12]2[C:16](=[CH:17][CH:18]=1)[NH:15][CH:14]=[C:13]2[C:19](=O)[C:20]([O:22][CH3:23])=[O:21])=[O:7])([CH3:4])([CH3:3])[CH3:2].O1CCOCC1. Product: [C:1]([O:5][C:6]([NH:8][CH2:9][C:10]1[CH:11]=[C:12]2[C:16](=[CH:17][CH:18]=1)[NH:15][CH:14]=[C:13]2[CH2:19][C:20]([O:22][CH3:23])=[O:21])=[O:7])([CH3:4])([CH3:3])[CH3:2]. The catalyst class is: 386.